This data is from Catalyst prediction with 721,799 reactions and 888 catalyst types from USPTO. The task is: Predict which catalyst facilitates the given reaction. (1) Reactant: I[C:2]1[C:11](=[O:12])[C:10]2[C:5](=[CH:6][CH:7]=[CH:8][CH:9]=2)[N:4]([CH2:13][C:14]2[CH:19]=[CH:18][CH:17]=[C:16]([CH3:20])[N:15]=2)[CH:3]=1.C([Mg]Cl)(C)C.[Cl:26][C:27]1[CH:38]=[CH:37][C:30]([C:31](N(OC)C)=[O:32])=[CH:29][CH:28]=1. Product: [Cl:26][C:27]1[CH:38]=[CH:37][C:30]([C:31]([C:2]2[C:11](=[O:12])[C:10]3[C:5](=[CH:6][CH:7]=[CH:8][CH:9]=3)[N:4]([CH2:13][C:14]3[CH:19]=[CH:18][CH:17]=[C:16]([CH3:20])[N:15]=3)[CH:3]=2)=[O:32])=[CH:29][CH:28]=1. The catalyst class is: 1. (2) Reactant: [CH3:1][C:2]1[CH:7]=[CH:6][C:5]([NH:8][C:9]([NH:11][CH2:12][CH2:13][S:14][CH2:15][C:16]2[O:20][C:19]([CH2:21][N:22]([CH3:24])[CH3:23])=[CH:18][CH:17]=2)=[O:10])=[CH:4][C:3]=1[Cl:25].CO.C([O-])(=O)C.C([O-])(=O)C.C([O-])(=O)C.C([O-])(=O)C.[Pb+4].O. Product: [CH3:1][C:2]1[CH:7]=[CH:6][C:5]([NH:8][C:9]([NH:11][CH2:12][CH2:13][S:14][CH2:15][C:16]2[O:20][C:19]([CH2:21][N:22]([CH3:24])[CH3:23])=[CH:18][CH:17]=2)=[O:10])=[CH:4][C:3]=1[Cl:25].[ClH:25]. The catalyst class is: 2. (3) Reactant: [Na].[N:2]1C=NC=[N:4][CH:3]=1.C([C:10]([CH2:17]C)([C:14]([O-:16])=O)[C:11]([O-:13])=[O:12])C.Cl.[CH2:20](O)[CH3:21]. Product: [OH:16][C:14]1[C:10]([C:11]([O:13][CH2:20][CH3:21])=[O:12])=[CH:17][N:4]=[CH:3][N:2]=1. The catalyst class is: 6. (4) Reactant: [N:1]([CH2:4][C:5]1[CH:6]=[N:7][N:8]([C:10]2[CH:15]=[CH:14][C:13]([S:16]([CH3:19])(=[O:18])=[O:17])=[CH:12][CH:11]=2)[CH:9]=1)=[N+]=[N-].O.C1C=CC(P(C2C=CC=CC=2)C2C=CC=CC=2)=CC=1. Product: [CH3:19][S:16]([C:13]1[CH:12]=[CH:11][C:10]([N:8]2[CH:9]=[C:5]([CH2:4][NH2:1])[CH:6]=[N:7]2)=[CH:15][CH:14]=1)(=[O:17])=[O:18]. The catalyst class is: 12. (5) Product: [F:1][C:2]1[C:3]([F:12])=[CH:4][C:5]([OH:10])=[C:6]([O:8][CH3:9])[CH:7]=1. Reactant: [F:1][C:2]1[CH:7]=[C:6]([O:8][CH3:9])[C:5]([O:10]C)=[CH:4][C:3]=1[F:12].C[S-].[Na+].O.Cl. The catalyst class is: 3. (6) Reactant: [CH3:1][O:2][CH2:3][C@H:4]1[O:9][CH2:8][C@@H:7]([C:10]2[CH:15]=[CH:14][CH:13]=[CH:12][CH:11]=2)[NH:6][CH2:5]1.Br[C:17]1[CH:18]=[CH:19][C:20]2[O:21][CH2:22][C:23](=[O:27])[NH:24][C:25]=2[N:26]=1. Product: [CH3:1][O:2][CH2:3][C@@H:4]1[CH2:5][N:6]([C:17]2[CH:18]=[CH:19][C:20]3[O:21][CH2:22][C:23](=[O:27])[NH:24][C:25]=3[N:26]=2)[C@H:7]([C:10]2[CH:15]=[CH:14][CH:13]=[CH:12][CH:11]=2)[CH2:8][O:9]1. The catalyst class is: 16. (7) Reactant: [CH3:1][C:2]1[N:6]([CH2:7][CH:8]2[C:21](=[O:22])[C:12]3[C:13]4[CH:14]=[CH:15][CH:16]=[CH:17][C:18]=4[N:19]([CH3:20])[C:11]=3[CH2:10][CH2:9]2)[CH:5]=[CH:4][N:3]=1.Cl. Product: [CH3:1][C:2]1[N:6]([CH2:7][CH:8]2[C:21](=[O:22])[C:12]3[C:13]4[CH:14]=[CH:15][CH:16]=[CH:17][C:18]=4[N:19]([CH3:20])[C:11]=3[CH2:10][CH2:9]2)[CH:5]=[CH:4][N:3]=1. The catalyst class is: 244.